This data is from Catalyst prediction with 721,799 reactions and 888 catalyst types from USPTO. The task is: Predict which catalyst facilitates the given reaction. (1) Reactant: [F:1][S:2]([F:19])([F:18])([F:17])([F:16])[C:3]1[CH:15]=[CH:14][C:6]2[S:7][C:8]([C:10]([O:12]C)=[O:11])=[CH:9][C:5]=2[CH:4]=1.O.[OH-].[Li+].O. Product: [F:19][S:2]([F:1])([F:16])([F:18])([F:17])[C:3]1[CH:15]=[CH:14][C:6]2[S:7][C:8]([C:10]([OH:12])=[O:11])=[CH:9][C:5]=2[CH:4]=1. The catalyst class is: 5. (2) Reactant: [CH3:1][O:2][C:3]1[CH:4]=[C:5]([Mg]Br)[CH:6]=[CH:7][CH:8]=1.C([N:14]1[CH2:19][CH2:18][CH:17]([C:20]#N)[CH2:16][CH2:15]1)(=O)C.Cl.C1C[O:26]CC1. Product: [CH3:1][O:2][C:3]1[CH:4]=[C:5]([CH:6]=[CH:7][CH:8]=1)[C:20]([CH:17]1[CH2:16][CH2:15][NH:14][CH2:19][CH2:18]1)=[O:26]. The catalyst class is: 169. (3) Reactant: Cl[C:2]1[N:3]([CH2:18][CH2:19][CH3:20])[C:4](=[O:17])[C:5]2[NH:6][C:7]([C:11]3[CH:12]=[N:13][N:14]([CH3:16])[CH:15]=3)=[N:8][C:9]=2[N:10]=1.CN1CCCC1=O.C(=O)([O-])[O-].[K+].[K+].[F:34][C:35]1[CH:36]=[C:37]([OH:41])[CH:38]=[CH:39][CH:40]=1. Product: [F:34][C:35]1[CH:36]=[C:37]([CH:38]=[CH:39][CH:40]=1)[O:41][C:2]1[N:3]([CH2:18][CH2:19][CH3:20])[C:4](=[O:17])[C:5]2[NH:6][C:7]([C:11]3[CH:12]=[N:13][N:14]([CH3:16])[CH:15]=3)=[N:8][C:9]=2[N:10]=1. The catalyst class is: 6.